This data is from Forward reaction prediction with 1.9M reactions from USPTO patents (1976-2016). The task is: Predict the product of the given reaction. (1) Given the reactants CC1(C)C(C)(C)OB([C:9]2[CH:10]=[C:11]([NH:21][C:22]3[N:27]=[C:26]([C:28]([F:31])([F:30])[F:29])[CH:25]=[CH:24][N:23]=3)[CH:12]=[C:13]([NH:15][CH2:16][C:17]([F:20])([F:19])[F:18])[CH:14]=2)O1.Br[C:34]1[S:38][C:37]([C:39]2([OH:43])[CH2:42][CH2:41][CH2:40]2)=[N:36][CH:35]=1.N#N.C([O-])([O-])=O.[Na+].[Na+], predict the reaction product. The product is: [F:20][C:17]([F:19])([F:18])[CH2:16][NH:15][C:13]1[CH:14]=[C:9]([C:34]2[S:38][C:37]([C:39]3([OH:43])[CH2:42][CH2:41][CH2:40]3)=[N:36][CH:35]=2)[CH:10]=[C:11]([NH:21][C:22]2[N:27]=[C:26]([C:28]([F:31])([F:29])[F:30])[CH:25]=[CH:24][N:23]=2)[CH:12]=1. (2) Given the reactants [CH3:1][O:2][CH:3]([O:27][CH3:28])[C:4]1[C:13]([CH:14]2[CH2:19][CH2:18][N:17](C(OC(C)(C)C)=O)[CH2:16][CH2:15]2)=[CH:12][C:11]2[CH2:10][CH2:9][CH2:8][NH:7][C:6]=2[N:5]=1.[ClH:29], predict the reaction product. The product is: [ClH:29].[CH3:28][O:27][CH:3]([O:2][CH3:1])[C:4]1[N:5]=[C:6]2[C:11]([CH2:10][CH2:9][CH2:8][NH:7]2)=[CH:12][C:13]=1[CH:14]1[CH2:15][CH2:16][NH:17][CH2:18][CH2:19]1. (3) Given the reactants [Cl:1][C:2]1[CH:3]=[CH:4][C:5](F)=[C:6]([CH:9]=1)[C:7]#[N:8].[CH3:11][S-:12].[Na+].Cl, predict the reaction product. The product is: [Cl:1][C:2]1[CH:3]=[CH:4][C:5]([S:12][CH3:11])=[C:6]([CH:9]=1)[C:7]#[N:8]. (4) The product is: [C:6]([N:10]1[CH:29]=[C:13]([CH:23]=[O:26])[C:12]([C:14]2[CH:19]=[CH:18][C:17]([F:20])=[C:16]([F:21])[C:15]=2[F:22])=[N:11]1)([CH3:7])([CH3:8])[CH3:9]. Given the reactants O=P(Cl)(Cl)Cl.[C:6]([NH:10][N:11]=[C:12]([C:14]1[CH:19]=[CH:18][C:17]([F:20])=[C:16]([F:21])[C:15]=1[F:22])[CH3:13])([CH3:9])([CH3:8])[CH3:7].[C:23](=[O:26])([O-])[O-].[K+].[K+].[CH3:29]N(C=O)C, predict the reaction product. (5) The product is: [Cl:13][C:5]1[C:4]2[C:9](=[CH:10][CH:11]=[C:2]([NH:14][CH2:15][C:16]3[CH:21]=[CH:20][CH:19]=[C:18]([OH:22])[CH:17]=3)[CH:3]=2)[C:8](=[O:12])[NH:7][N:6]=1. Given the reactants Br[C:2]1[CH:3]=[C:4]2[C:9](=[CH:10][CH:11]=1)[C:8](=[O:12])[NH:7][N:6]=[C:5]2[Cl:13].[NH2:14][CH2:15][C:16]1[CH:17]=[C:18]([OH:22])[CH:19]=[CH:20][CH:21]=1.C1C=CC(P(C2C(C3C(P(C4C=CC=CC=4)C4C=CC=CC=4)=CC=C4C=3C=CC=C4)=C3C(C=CC=C3)=CC=2)C2C=CC=CC=2)=CC=1.CC([O-])(C)C.[Na+], predict the reaction product. (6) The product is: [ClH:32].[NH:8]1[CH2:13][CH2:12][CH:11]([CH2:14][O:15][C:16]2[CH:21]=[CH:20][C:19]([C:22]3[N:23]=[CH:24][C:25]([C:28]([O:30][CH3:31])=[O:29])=[N:26][CH:27]=3)=[CH:18][CH:17]=2)[CH2:10][CH2:9]1. Given the reactants C(OC([N:8]1[CH2:13][CH2:12][CH:11]([CH2:14][O:15][C:16]2[CH:21]=[CH:20][C:19]([C:22]3[N:23]=[CH:24][C:25]([C:28]([O:30][CH3:31])=[O:29])=[N:26][CH:27]=3)=[CH:18][CH:17]=2)[CH2:10][CH2:9]1)=O)(C)(C)C.[ClH:32].O1CCOCC1, predict the reaction product.